From a dataset of Full USPTO retrosynthesis dataset with 1.9M reactions from patents (1976-2016). Predict the reactants needed to synthesize the given product. (1) Given the product [C:1]([N:37]1[CH2:36][CH2:35][N:34]([C:11]2[CH:12]=[CH:13][C:14]([C:16]3[CH:17]=[C:18]([O:25][C@@H:26]([C@H:28]4[CH2:32][NH:31][C:30](=[O:33])[CH2:29]4)[CH3:27])[C:19]4[S:23][CH:22]=[N:21][C:20]=4[CH:24]=3)=[N:15][C:10]=2[O:9][CH3:8])[CH2:39][CH2:38]1)(=[O:2])[CH3:3], predict the reactants needed to synthesize it. The reactants are: [C:1](O)([C:3](F)(F)F)=[O:2].[CH3:8][O:9][C:10]1[N:15]=[C:14]([C:16]2[CH:17]=[C:18]([O:25][C@@H:26]([C@H:28]3[CH2:32][NH:31][C:30](=[O:33])[CH2:29]3)[CH3:27])[C:19]3[S:23][CH:22]=[N:21][C:20]=3[CH:24]=2)[CH:13]=[CH:12][C:11]=1[N:34]1[CH2:39][CH2:38][NH:37][CH2:36][CH2:35]1. (2) Given the product [ClH:59].[CH2:1]([S:3]([CH2:6][CH2:7][O:8][C:9]1[CH:14]=[C:13]([CH3:15])[C:12]([C:16]2[CH:24]=[CH:23][CH:22]=[C:21]3[C:17]=2[CH2:18][CH2:19][CH:20]3[NH:25][C:26]2[CH:31]=[CH:30][C:29]([CH2:32][CH2:33][C:34]([OH:36])=[O:35])=[C:28]([F:37])[CH:27]=2)=[C:11]([CH3:50])[CH:10]=1)(=[O:4])=[O:5])[CH3:2], predict the reactants needed to synthesize it. The reactants are: [CH2:1]([S:3]([CH2:6][CH2:7][O:8][C:9]1[CH:14]=[C:13]([CH3:15])[C:12]([C:16]2[CH:24]=[CH:23][CH:22]=[C:21]3[C:17]=2[CH2:18][CH2:19][CH:20]3[N:25](S(C2C=CC=CC=2[N+]([O-])=O)(=O)=O)[C:26]2[CH:31]=[CH:30][C:29]([CH2:32][CH2:33][C:34]([OH:36])=[O:35])=[C:28]([F:37])[CH:27]=2)=[C:11]([CH3:50])[CH:10]=1)(=[O:5])=[O:4])[CH3:2].SCC(O)=O.O.[OH-].[Li+].[ClH:59]. (3) Given the product [CH3:12][S:13][C@H:2]([CH3:1])[C@@:3]([C:6]1[CH:11]=[CH:10][CH:9]=[CH:8][CH:7]=1)([OH:4])[CH3:5], predict the reactants needed to synthesize it. The reactants are: [CH3:1][C@H:2]1[O:4][C@@:3]1([C:6]1[CH:11]=[CH:10][CH:9]=[CH:8][CH:7]=1)[CH3:5].[CH3:12][SH:13].[Na].